From a dataset of Catalyst prediction with 721,799 reactions and 888 catalyst types from USPTO. Predict which catalyst facilitates the given reaction. (1) Reactant: [NH2:1][C:2]1[CH:7]=[CH:6][C:5]([OH:8])=[C:4]([CH3:9])[CH:3]=1.Cl[C:11]1[N:12]=[N:13][CH:14]=[CH:15][CH:16]=1.C(=O)([O-])[O-].[K+].[K+]. Product: [CH3:9][C:4]1[CH:3]=[C:2]([CH:7]=[CH:6][C:5]=1[O:8][C:11]1[N:12]=[N:13][CH:14]=[CH:15][CH:16]=1)[NH2:1]. The catalyst class is: 44. (2) Reactant: [C:1]1([C:7]2[NH:8][C:9]3[C:14]([CH:15]=2)=[CH:13][CH:12]=[C:11]([NH2:16])[CH:10]=3)[CH:6]=[CH:5][CH:4]=[CH:3][CH:2]=1.[C:17](Cl)(=[O:21])[CH:18]([CH3:20])[CH3:19].O. Product: [C:1]1([C:7]2[NH:8][C:9]3[C:14]([CH:15]=2)=[CH:13][CH:12]=[C:11]([NH:16][C:17](=[O:21])[CH:18]([CH3:20])[CH3:19])[CH:10]=3)[CH:2]=[CH:3][CH:4]=[CH:5][CH:6]=1. The catalyst class is: 17.